Dataset: Full USPTO retrosynthesis dataset with 1.9M reactions from patents (1976-2016). Task: Predict the reactants needed to synthesize the given product. Given the product [CH3:15][N:16]([N:11]=[N:1][C:2]1[CH:3]=[C:4]([C:7]([O:9][CH3:10])=[O:8])[S:5][CH:6]=1)[CH3:17], predict the reactants needed to synthesize it. The reactants are: [NH2:1][C:2]1[CH:3]=[C:4]([C:7]([O:9][CH3:10])=[O:8])[S:5][CH:6]=1.[N:11]([O-])=O.[Na+].[CH3:15][NH:16][CH3:17].